Dataset: Catalyst prediction with 721,799 reactions and 888 catalyst types from USPTO. Task: Predict which catalyst facilitates the given reaction. (1) Reactant: CO[C:3]([C:5]1[C:6]([OH:33])=[C:7]2[C:12](=[CH:13][N:14]=1)[N:11]([CH2:15][C:16]1[CH:21]=[CH:20][CH:19]=[CH:18][CH:17]=1)[C:10](=[O:22])[C:9]([C:23]1[CH:28]=[CH:27][CH:26]=[CH:25][C:24]=1[C:29]([F:32])([F:31])[F:30])=[CH:8]2)=[O:4].[NH2:34][CH2:35][CH2:36][C:37]([OH:39])=[O:38].C[O-].[Na+]. Product: [CH2:15]([N:11]1[C:12]2[C:7](=[C:6]([OH:33])[C:5]([C:3]([NH:34][CH2:35][CH2:36][C:37]([OH:39])=[O:38])=[O:4])=[N:14][CH:13]=2)[CH:8]=[C:9]([C:23]2[CH:28]=[CH:27][CH:26]=[CH:25][C:24]=2[C:29]([F:31])([F:32])[F:30])[C:10]1=[O:22])[C:16]1[CH:17]=[CH:18][CH:19]=[CH:20][CH:21]=1. The catalyst class is: 250. (2) Reactant: [OH:1][CH2:2][CH2:3][C:4]1[CH:11]=[CH:10][CH:9]=[CH:8][C:5]=1[C:6]#[N:7].N1C=CN=C1.[C:17]([Si:21](Cl)([CH3:23])[CH3:22])([CH3:20])([CH3:19])[CH3:18]. Product: [Si:21]([O:1][CH2:2][CH2:3][C:4]1[CH:11]=[CH:10][CH:9]=[CH:8][C:5]=1[C:6]#[N:7])([C:17]([CH3:20])([CH3:19])[CH3:18])([CH3:23])[CH3:22]. The catalyst class is: 1. (3) Reactant: Cl.[CH3:2][NH:3][O:4][CH3:5].C(N(CC)CC)C.[CH2:13]([O:20][C:21]1[C:29]([Br:30])=[CH:28][C:24]([C:25](Cl)=[O:26])=[C:23](C)[CH:22]=1)[C:14]1[CH:19]=[CH:18][CH:17]=[CH:16][CH:15]=1. Product: [CH2:13]([O:20][C:21]1[C:29]([Br:30])=[CH:28][C:24]([C:25]([N:3]([O:4][CH3:5])[CH3:2])=[O:26])=[CH:23][CH:22]=1)[C:14]1[CH:15]=[CH:16][CH:17]=[CH:18][CH:19]=1. The catalyst class is: 146.